This data is from Experimentally validated miRNA-target interactions with 360,000+ pairs, plus equal number of negative samples. The task is: Binary Classification. Given a miRNA mature sequence and a target amino acid sequence, predict their likelihood of interaction. (1) The miRNA is mmu-miR-878-3p with sequence GCAUGACACCACACUGGGUAGA. The protein sequence of the target gene is MAPPVRYCIPGERLCNLEEGSPGSGTYTRHGYIFSSLAGCLMKTSENGAVPVVSVMRETESQLLPDVGAVVTCKVSSINSRFAKVHILYVGSTPLKNAFRGTIRKEDIRATEKDKVEIYKSFRPGDIVLAKVISLGDAQSNYLLTTAENELGVVVAHSESGVQMVPISWCEMQCPKTHTKEFRKVARVQPEFLQT. Result: 0 (no interaction). (2) The miRNA is hsa-miR-3137 with sequence UCUGUAGCCUGGGAGCAAUGGGGU. The protein sequence of the target gene is MPLTPTVQGFQWTLRGPDVETSPFGAPRAASHGVGRHQELRDPTVPGPTSSATNVSMVVSAGPWSGEKAEMNILEINKKSRPQLAENKQQFRNLKQKCLVTQVAYFLANRQNNYDYEDCKDLIKSMLRDERLLTEEKLAEELGQAEELRQYKVLVHSQERELTQLREKLQEGRDASRSLNQHLQALLTPDEPDNSQGRDLREQLAEGCRLAQHLVQKLSPENDDDEDEDVKVEEAEKVQELYAPREVQKAEEKEVPEDSLEECAITCSNSHHPCESNQPYGNTRITFEEDQVDSTLIDSS.... Result: 1 (interaction). (3) The miRNA is hsa-miR-3936 with sequence UAAGGGGUGUAUGGCAGAUGCA. The protein sequence of the target gene is MSAGGASVPPPPNPAVSFPPPRVTLPAGPDILRTYSGAFVCLEILFGGLVWILVASSNVPLPLLQGWVMFVSVTAFFFSLLFLGMFLSGMVAQIDANWNFLDFAYHFTVFVFYFGAFLLEAAATSLHDLHCNTTITGQPLLSDNQYNINVAASIFAFMTTACYGCSLGLALRRWRP. Result: 0 (no interaction). (4) The miRNA is hsa-miR-3657 with sequence UGUGUCCCAUUAUUGGUGAUU. The protein sequence of the target gene is MEPTEPMEPTEPMEPTEPMEPARSAHRGGEALLRELEVLVQDVVRTSSWWERHGVDCAILALSLFALPAGFLCLRWENALVFASGITILGVCHYTLTVKGSHLATHGALTESKRWSKIWLLFFVEVCTAFTAEHATHGHVKMHHAYTNVVGLGDSSTWRLPCLNRYVYMFLAPFLLPIATPLVAVERLRKVELGTALRTLALISLGLYSHYWLLLNVSGFKNPSSALGCMFLTRSLLAHPYLHVNIFQHIGLPMFSRDNKPRRIHMMSLGVLNLARLPVLDWAFGHSIISCHVEHHLFPR.... Result: 1 (interaction). (5) The miRNA is hsa-miR-4524a-5p with sequence AUAGCAGCAUGAACCUGUCUCA. The protein sequence of the target gene is MSAQSLPAATPPTLKPPRIIRPRPPSRHRAPHSPGPLHNGSSPKALPQISNDASASVCTSIFWEPPTASLKPPALLPPSVSRTSLDSQTSPDSPSSTPSPSPVSRRSISPEPAPCSPVPPPKPSGSSRTPLPSGPTPLQDGSASAPGTVRRLAGKFEWGAEGKAQSSDSLERCSQGSTEVNGEKETPEAALSGNGSQENGTPDAALACPPCCPCVCHVAKPGLELRWVPVGSSEDILRIPCRASPLRASRSRINPPVISHPPVVLTSYRSTAERKLLPPLKPPKPTKVRQDISTSEELPQ.... Result: 0 (no interaction). (6) The protein sequence of the target gene is MEPWKQCAQWLIHSKVLPPNHRVTWDSAQVFDLAQTLRDGVLLCQLLNNLRPHSINLKEINLRPQMSQFLCLKNIRTFLAACCDTFGMRKSELFEAFDLFDVRDFGKVIETLSRLSRTPIALATGIRPFPTEESINDEDIYKGLPDLIDETRVEDEEDLYDCVYGEDEGGEVYEDLMKAEEAQQPKSQENDIRSCCLAEIRQTEEKYTETLESIEKYFMAPLKRFLTAAEFDSVFINIPDLVKVHRSLMQEIHDSIVNKDDQNLYQVFINYKERLVIYGQYCSGVESAISNLDYISKTKE.... The miRNA is hsa-miR-3121-3p with sequence UAAAUAGAGUAGGCAAAGGACA. Result: 0 (no interaction).